From a dataset of Catalyst prediction with 721,799 reactions and 888 catalyst types from USPTO. Predict which catalyst facilitates the given reaction. (1) Reactant: [Br:1][C:2]1[C:10]2[C:5](=[N:6][CH:7]=[N:8][C:9]=2[NH:11][CH2:12][C:13]2[CH:18]=[CH:17][C:16]([O:19][CH3:20])=[CH:15][C:14]=2[O:21][CH3:22])[N:4]([C@@H:23]2[CH2:31][CH2:30][CH2:29][C:28]3[N:27](S(C4C=CC(C)=CC=4)(=O)=O)[N:26]=[CH:25][C:24]2=3)[N:3]=1. Product: [Br:1][C:2]1[C:10]2[C:5](=[N:6][CH:7]=[N:8][C:9]=2[NH:11][CH2:12][C:13]2[CH:18]=[CH:17][C:16]([O:19][CH3:20])=[CH:15][C:14]=2[O:21][CH3:22])[N:4]([C@@H:23]2[CH2:31][CH2:30][CH2:29][C:28]3[NH:27][N:26]=[CH:25][C:24]2=3)[N:3]=1. The catalyst class is: 1. (2) Reactant: [CH3:1][O:2][N:3]=[CH:4][C:5]1[CH:10]=[CH:9][C:8]([F:11])=[CH:7][C:6]=1[S:12][CH3:13].FC(F)(F)C(O)=O.C([SiH](CC)CC)C.[ClH:28].CCOCC. Product: [ClH:28].[F:11][C:8]1[CH:9]=[CH:10][C:5]([CH2:4][NH:3][O:2][CH3:1])=[C:6]([S:12][CH3:13])[CH:7]=1. The catalyst class is: 158. (3) Reactant: [O-]CC.[Na+].[NH2:5][C:6]1[S:10][C:9]2[CH2:11][CH2:12][CH2:13][CH2:14][C:8]=2[C:7]=1[C:15]([C:17]1[CH:22]=[CH:21][C:20]([CH3:23])=[CH:19][CH:18]=1)=O.[C:24](OCC)(=[O:32])[CH2:25][CH2:26][C:27]([O:29][CH2:30][CH3:31])=[O:28].Cl. Product: [CH2:30]([O:29][C:27](=[O:28])[CH2:26][C:25]1[C:15]([C:17]2[CH:22]=[CH:21][C:20]([CH3:23])=[CH:19][CH:18]=2)=[C:7]2[C:8]3[CH2:14][CH2:13][CH2:12][CH2:11][C:9]=3[S:10][C:6]2=[N:5][C:24]=1[OH:32])[CH3:31]. The catalyst class is: 40. (4) Reactant: Cl.Cl.[Cl:3][C:4]1[C:5]2[CH:12]=[C:11]([C:13]3[CH2:14][CH2:15][NH:16][CH2:17][CH:18]=3)[NH:10][C:6]=2[N:7]=[CH:8][N:9]=1.[N:19]1([CH2:25][CH2:26][C:27](O)=[O:28])[CH2:24][CH2:23][CH2:22][CH2:21][CH2:20]1.ON1C2C=CC=CC=2N=N1.Cl.CN(C)CCCN=C=NCC.CCN(C(C)C)C(C)C. Product: [Cl:3][C:4]1[C:5]2[CH:12]=[C:11]([C:13]3[CH2:14][CH2:15][N:16]([C:27](=[O:28])[CH2:26][CH2:25][N:19]4[CH2:24][CH2:23][CH2:22][CH2:21][CH2:20]4)[CH2:17][CH:18]=3)[NH:10][C:6]=2[N:7]=[CH:8][N:9]=1. The catalyst class is: 3. (5) Reactant: [C:1]1([N:11]2[C:15]([SH:16])=[N:14][N:13]=[N:12]2)[C:10]2[C:5](=[CH:6][CH:7]=[CH:8][CH:9]=2)[CH:4]=[CH:3][CH:2]=1.Br[CH2:18][C:19]([O:21][CH2:22][CH3:23])=[O:20].C(=O)([O-])[O-].[K+].[K+].O. Product: [C:1]1([N:11]2[C:15]([S:16][CH2:18][C:19]([O:21][CH2:22][CH3:23])=[O:20])=[N:14][N:13]=[N:12]2)[C:10]2[C:5](=[CH:6][CH:7]=[CH:8][CH:9]=2)[CH:4]=[CH:3][CH:2]=1. The catalyst class is: 3. (6) Reactant: [N:1]1[C:6]([C:7]([O:9][CH2:10][CH3:11])=[O:8])=[N:5][C:4]([C:12]([O:14][CH2:15][CH3:16])=[O:13])=[N:3][C:2]=1[C:17](OCC)=O.[Cl-].NC(=[NH2+])C. Product: [NH2:1][C:2]1[N:3]=[C:4]([C:12]([O:14][CH2:15][CH3:16])=[O:13])[N:5]=[C:6]([C:7]([O:9][CH2:10][CH3:11])=[O:8])[CH:17]=1. The catalyst class is: 3.